Dataset: TCR-epitope binding with 47,182 pairs between 192 epitopes and 23,139 TCRs. Task: Binary Classification. Given a T-cell receptor sequence (or CDR3 region) and an epitope sequence, predict whether binding occurs between them. (1) The epitope is PKYVKQNTLKLAT. The TCR CDR3 sequence is CASTGSSYEQYF. Result: 1 (the TCR binds to the epitope). (2) The epitope is EILDITPCSF. The TCR CDR3 sequence is CASSLGSGGETQYF. Result: 0 (the TCR does not bind to the epitope). (3) The epitope is SLVKPSFYV. The TCR CDR3 sequence is CAISTGDYEQYF. Result: 0 (the TCR does not bind to the epitope). (4) The epitope is NLVPMVATV. The TCR CDR3 sequence is CSVETSGGVGEQFF. Result: 1 (the TCR binds to the epitope).